From a dataset of Forward reaction prediction with 1.9M reactions from USPTO patents (1976-2016). Predict the product of the given reaction. (1) Given the reactants Cl.[NH2:2][CH2:3][C@@H:4]([C:6]1[C:14]2[S:13][C:12](=[O:15])[NH:11][C:10]=2[C:9]([OH:16])=[CH:8][CH:7]=1)[OH:5].[C:17]1([C@@H:23]([CH3:40])[CH2:24][N:25]([CH2:33][CH2:34][CH2:35][S:36][CH2:37][CH:38]=O)[C:26](=[O:32])[O:27][C:28]([CH3:31])([CH3:30])[CH3:29])[CH:22]=[CH:21][CH:20]=[CH:19][CH:18]=1, predict the reaction product. The product is: [C:17]1([C@@H:23]([CH3:40])[CH2:24][N:25]([CH2:33][CH2:34][CH2:35][S:36][CH2:37][CH2:38][NH:2][CH2:3][C@H:4]([OH:5])[C:6]2[C:14]3[S:13][C:12](=[O:15])[NH:11][C:10]=3[C:9]([OH:16])=[CH:8][CH:7]=2)[C:26](=[O:32])[O:27][C:28]([CH3:29])([CH3:30])[CH3:31])[CH:18]=[CH:19][CH:20]=[CH:21][CH:22]=1. (2) Given the reactants [NH2:1][C:2]1[C:3]([NH:8][C:9]2[CH:16]=[CH:15][C:12]([C:13]#[N:14])=[C:11]([F:17])[CH:10]=2)=[N:4][CH:5]=[CH:6][CH:7]=1.C(N(CC)CC)C.Cl[C:26](=O)[C:27]([O:29][CH2:30][CH3:31])=[O:28].O, predict the reaction product. The product is: [C:13]([C:12]1[CH:15]=[CH:16][C:9]([N:8]2[C:3]3=[N:4][CH:5]=[CH:6][CH:7]=[C:2]3[N:1]=[C:26]2[C:27]([O:29][CH2:30][CH3:31])=[O:28])=[CH:10][C:11]=1[F:17])#[N:14].